From a dataset of Forward reaction prediction with 1.9M reactions from USPTO patents (1976-2016). Predict the product of the given reaction. (1) Given the reactants [NH2:1][C:2]1[CH:3]=[C:4]([CH:8]=[C:9]([NH2:11])[CH:10]=1)[C:5]([OH:7])=[O:6].[Br:12][C:13]1[CH:14]=[C:15]([N:19]=[C:20]=[O:21])[CH:16]=[CH:17][CH:18]=1, predict the reaction product. The product is: [Br:12][C:13]1[CH:14]=[C:15]([NH:19][C:20](=[O:21])[NH:1][C:2]2[CH:3]=[C:4]([CH:8]=[C:9]([NH:11][C:20]([NH:19][C:15]3[CH:16]=[CH:17][CH:18]=[C:13]([Br:12])[CH:14]=3)=[O:21])[CH:10]=2)[C:5]([OH:7])=[O:6])[CH:16]=[CH:17][CH:18]=1. (2) Given the reactants Cl[C:2]1[C:3]([NH2:9])=[N:4][CH:5]=[N:6][C:7]=1Cl.[NH2:10][C@H:11]1[CH2:16][CH2:15][CH2:14][C@H:13]([NH:17][C:18](=[O:24])OC(C)(C)C)[CH2:12]1.[O:25]([C:32]1[CH:37]=[CH:36][C:35](B(O)O)=[CH:34][CH:33]=1)[C:26]1[CH:31]=[CH:30][CH:29]=[CH:28][CH:27]=1.[C:41](Cl)(=O)[CH:42]=C, predict the reaction product. The product is: [NH2:9][C:3]1[N:4]=[CH:5][N:6]=[C:7]([NH:10][C@@H:11]2[CH2:16][CH2:15][CH2:14][C@@H:13]([NH:17][C:18](=[O:24])[CH:41]=[CH2:42])[CH2:12]2)[C:2]=1[C:29]1[CH:30]=[CH:31][C:26]([O:25][C:32]2[CH:37]=[CH:36][CH:35]=[CH:34][CH:33]=2)=[CH:27][CH:28]=1.